Dataset: Peptide-MHC class I binding affinity with 185,985 pairs from IEDB/IMGT. Task: Regression. Given a peptide amino acid sequence and an MHC pseudo amino acid sequence, predict their binding affinity value. This is MHC class I binding data. (1) The peptide sequence is VLASGPGPF. The MHC is HLA-B15:01 with pseudo-sequence HLA-B15:01. The binding affinity (normalized) is 0.729. (2) The peptide sequence is LYSDPADYF. The MHC is HLA-A24:02 with pseudo-sequence HLA-A24:02. The binding affinity (normalized) is 0.445. (3) The peptide sequence is GVDGGWQAL. The MHC is HLA-B27:05 with pseudo-sequence HLA-B27:05. The binding affinity (normalized) is 0.213. (4) The peptide sequence is AYHHMAREL. The MHC is HLA-A23:01 with pseudo-sequence HLA-A23:01. The binding affinity (normalized) is 0.374. (5) The peptide sequence is KSIENKHQRR. The MHC is HLA-A68:01 with pseudo-sequence HLA-A68:01. The binding affinity (normalized) is 0.138. (6) The peptide sequence is AEHFENQVL. The MHC is HLA-A26:02 with pseudo-sequence HLA-A26:02. The binding affinity (normalized) is 0.0847. (7) The peptide sequence is FLDDASNSA. The MHC is HLA-A31:01 with pseudo-sequence HLA-A31:01. The binding affinity (normalized) is 0.0847.